Task: Predict the reaction yield, written as a fraction of the theoretical maximum amount of product (1.0 means a 100% yield; for example, 0.34 means a 34% yield).. Dataset: Reaction yield outcomes from USPTO patents with 853,638 reactions (1) The reactants are [OH:1][C:2]1[CH:7]=[C:6]([OH:8])[CH:5]=[CH:4][C:3]=1[C:9](=[O:22])[CH2:10][CH:11]1[CH2:16][CH2:15][CH:14](C(OCC)=O)[CH2:13][CH2:12]1.[Br:23]C1C=CC(CC(O)=O)=CC=1. No catalyst specified. The product is [Br:23][C:14]1[CH:15]=[CH:16][C:11]([CH2:10][C:9]([C:3]2[CH:4]=[CH:5][C:6]([OH:8])=[CH:7][C:2]=2[OH:1])=[O:22])=[CH:12][CH:13]=1. The yield is 0.279. (2) The reactants are [CH2:1]([O:3][C:4]1[CH:33]=[C:32]([F:34])[C:7]([CH2:8][N:9]2[C:17]3[C:12](=[CH:13][CH:14]=[CH:15][CH:16]=3)[C:11]([C:18]3[N:23]=[C:22]([NH2:24])[C:21]([N:25]4[CH2:30][CH2:29][O:28][CH2:27][CH2:26]4)=[C:20]([NH2:31])[N:19]=3)=[N:10]2)=[C:6]([F:35])[CH:5]=1)[CH3:2].[N:36]([CH2:39][CH3:40])=[C:37]=[O:38]. The catalyst is CN(C)C=O.O. The product is [NH2:31][C:20]1[N:19]=[C:18]([C:11]2[C:12]3[C:17](=[CH:16][CH:15]=[CH:14][CH:13]=3)[N:9]([CH2:8][C:7]3[C:6]([F:35])=[CH:5][C:4]([O:3][CH2:1][CH3:2])=[CH:33][C:32]=3[F:34])[N:10]=2)[N:23]=[C:22]([NH:24][C:37]([NH:36][CH2:39][CH3:40])=[O:38])[C:21]=1[N:25]1[CH2:30][CH2:29][O:28][CH2:27][CH2:26]1. The yield is 0.889.